Dataset: Peptide-MHC class I binding affinity with 185,985 pairs from IEDB/IMGT. Task: Regression. Given a peptide amino acid sequence and an MHC pseudo amino acid sequence, predict their binding affinity value. This is MHC class I binding data. (1) The peptide sequence is VTYDFARL. The MHC is H-2-Db with pseudo-sequence H-2-Db. The binding affinity (normalized) is 0. (2) The peptide sequence is ILTRLALFF. The MHC is HLA-B15:17 with pseudo-sequence HLA-B15:17. The binding affinity (normalized) is 0.0847. (3) The peptide sequence is SISSVLTIL. The MHC is HLA-A02:06 with pseudo-sequence HLA-A02:06. The binding affinity (normalized) is 0.566. (4) The peptide sequence is GSIKIKQDVR. The MHC is HLA-A33:01 with pseudo-sequence HLA-A33:01. The binding affinity (normalized) is 0.277. (5) The peptide sequence is IPQSLDSYWTSL. The MHC is HLA-B53:01 with pseudo-sequence HLA-B53:01. The binding affinity (normalized) is 0.240.